From a dataset of Forward reaction prediction with 1.9M reactions from USPTO patents (1976-2016). Predict the product of the given reaction. (1) Given the reactants [CH3:1][O:2][C:3]([C@@H:5]1[CH2:10][NH:9][C@H:8]([C:11]([OH:13])=O)[CH2:7][CH2:6]1)=[O:4].[C:14]12[C:20](=[CH:21][CH:22]=[CH:23][CH:24]=1)[NH:19]C(=O)O[C:15]2=[O:16], predict the reaction product. The product is: [O:13]=[C:11]1[C@@H:8]2[CH2:7][CH2:6][C@H:5]([C:3]([O:2][CH3:1])=[O:4])[CH2:10][N:9]2[C:15](=[O:16])[C:14]2[CH:24]=[CH:23][CH:22]=[CH:21][C:20]=2[NH:19]1. (2) Given the reactants [C:1]([NH:8][C@H:9]([C:17]([OH:19])=O)[CH2:10][CH2:11][S:12][C:13]([F:16])([F:15])[F:14])([O:3][C:4]([CH3:7])([CH3:6])[CH3:5])=[O:2].CN1CCOCC1.ClC(OCC(C)C)=O.[F:35][C:36]1[CH:42]=[C:41]([F:43])[CH:40]=[CH:39][C:37]=1[NH2:38], predict the reaction product. The product is: [C:4]([O:3][C:1](=[O:2])[NH:8][CH:9]([C:17](=[O:19])[NH:38][C:37]1[CH:39]=[CH:40][C:41]([F:43])=[CH:42][C:36]=1[F:35])[CH2:10][CH2:11][S:12][C:13]([F:14])([F:15])[F:16])([CH3:5])([CH3:6])[CH3:7].